From a dataset of Full USPTO retrosynthesis dataset with 1.9M reactions from patents (1976-2016). Predict the reactants needed to synthesize the given product. (1) Given the product [CH3:5][C:2]([C:6]1[CH:7]=[C:8]([C:13]2[CH:18]=[CH:17][C:16]([F:19])=[C:15]([CH:20]=[C:28]3[S:22][C:23]([N:29]4[CH2:34][CH2:33][O:32][CH2:31][CH2:30]4)=[N:25][C:26]3=[O:27])[CH:14]=2)[CH:9]=[CH:10][C:11]=1[OH:12])([CH3:1])[CH2:3][CH3:4], predict the reactants needed to synthesize it. The reactants are: [CH3:1][C:2]([C:6]1[CH:7]=[C:8]([C:13]2[CH:18]=[CH:17][C:16]([F:19])=[C:15]([CH:20]=O)[CH:14]=2)[CH:9]=[CH:10][C:11]=1[OH:12])([CH3:5])[CH2:3][CH3:4].[S:22]1[CH2:28][C:26](=[O:27])[NH:25][C:23]1=S.[NH:29]1[CH2:34][CH2:33][O:32][CH2:31][CH2:30]1. (2) The reactants are: [CH:1]1[C:6]([N+:7]([O-:9])=[O:8])=[CH:5][CH:4]=[C:3]([O:10][C@@H]2O[C@H](C(O)=O)[C@@H](O)[C@H](O)[C@H]2O)[CH:2]=1.C1O[C@@H](OC2C=CC([N+]([O-])=O)=CC=2)[C@H](O)[C@@H](O)[C@@H]1O. Given the product [CH:5]1[C:6]([N+:7]([O-:9])=[O:8])=[CH:1][CH:2]=[C:3]([OH:10])[CH:4]=1, predict the reactants needed to synthesize it. (3) Given the product [CH3:1][C:2]1[CH:15]=[C:5]2[C:6]([C@@H:10]3[CH2:12][C@H:11]3[CH2:13][NH:14][C:23](=[O:30])[C:24]3[CH:29]=[CH:28][CH:27]=[CH:26][CH:25]=3)=[CH:7][CH:8]=[CH:9][N:4]2[N:3]=1, predict the reactants needed to synthesize it. The reactants are: [CH3:1][C:2]1[CH:15]=[C:5]2[C:6]([C@@H:10]3[CH2:12][C@H:11]3[CH2:13][NH2:14])=[CH:7][CH:8]=[CH:9][N:4]2[N:3]=1.C(N(CC)CC)C.[C:23](Cl)(=[O:30])[C:24]1[CH:29]=[CH:28][CH:27]=[CH:26][CH:25]=1. (4) Given the product [S:1]1[CH:5]=[CH:4][C:3]([C:6]2[CH:11]=[CH:10][C:9]([CH:12]([CH3:15])[CH2:13][NH:14][C:16](=[O:23])[C:17]3[CH:22]=[CH:21][CH:20]=[N:19][CH:18]=3)=[CH:8][CH:7]=2)=[CH:2]1, predict the reactants needed to synthesize it. The reactants are: [S:1]1[CH:5]=[CH:4][C:3]([C:6]2[CH:11]=[CH:10][C:9]([CH:12]([CH3:15])[CH2:13][NH2:14])=[CH:8][CH:7]=2)=[CH:2]1.[C:16](Cl)(=[O:23])[C:17]1[CH:22]=[CH:21][CH:20]=[N:19][CH:18]=1. (5) Given the product [C:15]([O:18][C:19]([N:8]([C:6]1[CH:5]=[CH:4][N:3]=[C:2]([Cl:1])[N:7]=1)[C:9]1[CH:13]=[N:12][N:11]([C:19]([O:18][C:15]([CH3:17])([CH3:16])[CH3:14])=[O:20])[CH:10]=1)=[O:20])([CH3:17])([CH3:16])[CH3:14], predict the reactants needed to synthesize it. The reactants are: [Cl:1][C:2]1[N:7]=[C:6]([NH:8][C:9]2[CH:10]=[N:11][NH:12][CH:13]=2)[CH:5]=[CH:4][N:3]=1.[CH3:14][C:15]([O:18][C:19](O[C:19]([O:18][C:15]([CH3:17])([CH3:16])[CH3:14])=[O:20])=[O:20])([CH3:17])[CH3:16].